This data is from Catalyst prediction with 721,799 reactions and 888 catalyst types from USPTO. The task is: Predict which catalyst facilitates the given reaction. (1) Reactant: Cl[C:2]1[CH:7]=[C:6]([Cl:8])[N:5]=[C:4]([S:9][CH2:10][C:11]2[CH:16]=[CH:15][CH:14]=[C:13]([F:17])[C:12]=2[F:18])[N:3]=1.FC1C(F)=CC=CC=1CSC1N=C(NS(N2CCC2)(=O)=O)C=C(OC(CO)CO)N=1.[CH2:49]([O:51][C:52](=[O:56])[C@@H:53]([OH:55])[CH3:54])[CH3:50].[H-].[Na+]. Product: [CH2:49]([O:51][C:52](=[O:56])[C@@H:53]([O:55][C:2]1[CH:7]=[C:6]([Cl:8])[N:5]=[C:4]([S:9][CH2:10][C:11]2[CH:16]=[CH:15][CH:14]=[C:13]([F:17])[C:12]=2[F:18])[N:3]=1)[CH3:54])[CH3:50]. The catalyst class is: 1. (2) Reactant: [N+:1]([C:4]1[CH:9]=[CH:8][C:7]([F:10])=[CH:6][C:5]=1[C:11]#[N:12])([O-])=O.Cl[Sn]Cl. Product: [NH2:1][C:4]1[CH:9]=[CH:8][C:7]([F:10])=[CH:6][C:5]=1[C:11]#[N:12]. The catalyst class is: 33. (3) Reactant: [CH3:1][N:2]([CH3:16])[C:3]1([C:10]2[CH:15]=[CH:14][CH:13]=[CH:12][CH:11]=2)[CH2:8][CH2:7][CH:6]([NH2:9])[CH2:5][CH2:4]1.C(N(CC)CC)C.[Cl:24][C:25]1[CH:26]=[C:27]([CH:33]=[CH:34][CH:35]=1)[O:28][CH2:29][C:30](Cl)=[O:31].[OH-].[Na+]. Product: [Cl:24][C:25]1[CH:26]=[C:27]([CH:33]=[CH:34][CH:35]=1)[O:28][CH2:29][C:30]([NH:9][CH:6]1[CH2:7][CH2:8][C:3]([N:2]([CH3:16])[CH3:1])([C:10]2[CH:15]=[CH:14][CH:13]=[CH:12][CH:11]=2)[CH2:4][CH2:5]1)=[O:31]. The catalyst class is: 79. (4) Reactant: [NH2:1][C@@H:2]([CH2:27][C:28]1[CH:33]=[CH:32][CH:31]=[CH:30][CH:29]=1)[CH2:3][C@H:4]([OH:26])[C@@H:5]([NH:13][C:14]([C@@H:16]([NH:21][C:22](=[O:25])[O:23][CH3:24])[C@@H:17]([CH3:20])[CH2:18][CH3:19])=[O:15])[CH2:6][C:7]1[CH:12]=[CH:11][CH:10]=[CH:9][CH:8]=1.[CH3:34][C@@H:35]([CH2:54][CH3:55])[C@H:36]([N:40]1[CH2:44][CH2:43][N:42]([CH2:45][C:46]2[CH:51]=[CH:50][CH:49]=[C:48]([CH3:52])[N:47]=2)[C:41]1=[O:53])[C:37](O)=[O:38].CCOP(ON1N=NC2C=CC=CC=2C1=O)(OCC)=O.C(N(CC)C(C)C)(C)C. Product: [CH2:6]([C@H:5]([NH:13][C:14]([C@@H:16]([NH:21][C:22](=[O:25])[O:23][CH3:24])[CH:17]([CH3:20])[CH2:18][CH3:19])=[O:15])[C@@H:4]([OH:26])[CH2:3][C@@H:2]([NH:1][C:37](=[O:38])[C@@H:36]([N:40]1[CH2:44][CH2:43][N:42]([CH2:45][C:46]2[CH:51]=[CH:50][CH:49]=[C:48]([CH3:52])[N:47]=2)[C:41]1=[O:53])[CH:35]([CH3:34])[CH2:54][CH3:55])[CH2:27][C:28]1[CH:29]=[CH:30][CH:31]=[CH:32][CH:33]=1)[C:7]1[CH:12]=[CH:11][CH:10]=[CH:9][CH:8]=1. The catalyst class is: 1.